Task: Predict the product of the given reaction.. Dataset: Forward reaction prediction with 1.9M reactions from USPTO patents (1976-2016) (1) The product is: [Cl:1][C:2]1[CH:3]=[C:4]([C:5]2[O:7][N:47]=[C:46]([C:32]3[CH:33]=[CH:34][C:35]([O:37][CH2:38][O:39][CH2:40][CH2:41][Si:42]([CH3:45])([CH3:44])[CH3:43])=[CH:36][C:31]=3[CH2:29][CH3:30])[N:49]=2)[CH:8]=[CH:9][C:10]=1[O:11][CH:12]([CH3:14])[CH3:13]. Given the reactants [Cl:1][C:2]1[CH:3]=[C:4]([CH:8]=[CH:9][C:10]=1[O:11][CH:12]([CH3:14])[CH3:13])[C:5]([OH:7])=O.C1C=CC2N(O)N=NC=2C=1.C(Cl)CCl.[CH2:29]([C:31]1[CH:36]=[C:35]([O:37][CH2:38][O:39][CH2:40][CH2:41][Si:42]([CH3:45])([CH3:44])[CH3:43])[CH:34]=[CH:33][C:32]=1[C:46](=[NH:49])[NH:47]O)[CH3:30], predict the reaction product. (2) Given the reactants BrC[C:3](=[O:12])[CH:4]([CH2:10][CH3:11])[C:5]([O:7][CH2:8]C)=[O:6].Br, predict the reaction product. The product is: [CH2:10]([C:4]1[C:5](=[O:6])[O:7][CH2:8][C:3]=1[OH:12])[CH3:11]. (3) Given the reactants C1C=C2C=CC(O)=C(C3C4C(=CC=CC=4)C=CC=3O)C2=CC=1.[CH2:23]=[C:24]1[C:33]2[C:28](=[CH:29][CH:30]=[CH:31][CH:32]=2)[O:27][CH2:26][CH2:25]1.[F:34][C:35]([F:44])([F:43])[C:36](=[O:42])[C:37]([O:39][CH2:40][CH3:41])=[O:38], predict the reaction product. The product is: [CH2:40]([O:39][C:37](=[O:38])[C:36]([OH:42])([C:35]([F:34])([F:43])[F:44])[CH2:23][C:24]1[C:33]2[C:28](=[CH:29][CH:30]=[CH:31][CH:32]=2)[O:27][CH2:26][CH:25]=1)[CH3:41]. (4) Given the reactants [Cl:1][C:2]1[N:7]=[CH:6][N:5]=[C:4]([O:8][C:9]2[CH:15]=[CH:14][C:12]([NH2:13])=[CH:11][CH:10]=2)[CH:3]=1.[Cl:16][C:17]1[CH:22]=[CH:21][C:20]([N:23]=[C:24]=[O:25])=[CH:19][C:18]=1[C:26]([F:29])([F:28])[F:27], predict the reaction product. The product is: [Cl:1][C:2]1[N:7]=[CH:6][N:5]=[C:4]([O:8][C:9]2[CH:15]=[CH:14][C:12]([NH:13][C:24]([NH:23][C:20]3[CH:21]=[CH:22][C:17]([Cl:16])=[C:18]([C:26]([F:28])([F:27])[F:29])[CH:19]=3)=[O:25])=[CH:11][CH:10]=2)[CH:3]=1.